This data is from Experimentally validated miRNA-target interactions with 360,000+ pairs, plus equal number of negative samples. The task is: Binary Classification. Given a miRNA mature sequence and a target amino acid sequence, predict their likelihood of interaction. (1) The miRNA is hsa-miR-4446-3p with sequence CAGGGCUGGCAGUGACAUGGGU. The protein sequence of the target gene is MVLDAVLARGRTVCKHNGLLILSVLSVIVGCLLGFFLRTQRLSPQEISYFQFPGELLMRMLKMLILPLVVSSLMSGLASLDAKTSSRLGILTVAYYLWTTFLAVVVGIIMVSIIHPGGAAQKETTEQSGKPVMSSADALLDLVRNMFPANLVEATFKQYRTKTTPVIKSPRGAAEEAPRRIVIYGVQEDNGSRVQNFALDLTPPPEIVYKSEPGTSDGMNVLGIVIFSATMGIMLGRMGDSGTPLVSFCQCLNESVMKIVAVAGWYFPFGIVFLIAGKILEMDDPKAVGKKLGFYAVTVV.... Result: 0 (no interaction). (2) The miRNA is hsa-miR-1236-5p with sequence UGAGUGACAGGGGAAAUGGGGA. The protein sequence of the target gene is MADQLYLENIDEFVTDQNKIVTYKWLSYTLGVHVNQAKQMLYDYVERKRKENSGAQLHVTYLVSGSLIQNGHSCHKVAVVREDKLEAVKSKLAVTASIHVYSIQKAMLKDSGPLFNTDYDILKSNLQNCSKFSAIQCAAAVPRAPAESSSSSKKFEQSHLHMSSETQANNELTTNGHGPPASKQVSQQPKGIMGMFASKAAAKTQETNKETKTEAKEVTNASAAGNKAPGKGNMMSNFFGKAAMNKFKVNLDSEQAVKEEKIVEQPTVSVTEPKLATPAGLKKSSKKAEPVKVLQKEKKR.... Result: 0 (no interaction). (3) The miRNA is mmu-miR-1958 with sequence UAGGAAAGUGGAAGCAGUAAGU. The protein sequence of the target gene is MKSQGQHWYSSSDKNCKVSFREKLLIIDSNLGVQDVENLKFLCIGLVPNKKLEKSSSASDVFEHLLAEDLLSEEDPFFLAELLYIIRQKKLLQHLNCTKEEVERLLPTRQRVSLFRNLLYELSEGIDSENLKDMIFLLKDSLPKTEMTSLSFLAFLEKQGKIDEDNLTCLEDLCKTVVPKLLRNIEKYKREKAIQIVTPPVDKEAESYQGEEELVSQTDVKTFLEALPQESWQNKHAGSNGNRATNGAPSLVSRGMQGASANTLNSETSTKRAAVYRMNRNHRGLCVIVNNHSFTSLKDR.... Result: 0 (no interaction). (4) The miRNA is hsa-miR-7156-5p with sequence UUGUUCUCAAACUGGCUGUCAGA. The protein sequence of the target gene is MGLSGLLPILVPFILLGDIQEPGHAEGILGKPCPKIKVECEVEEIDQCTKPRDCPENMKCCPFSRGKKCLDFRKIYAVCHRRLAPAWPPYHTGGTIKKTKICSEFIYGGSQGNNNNFQTEAICLVTCKKYH. Result: 1 (interaction). (5) The miRNA is mmu-miR-5125 with sequence UCUGCCUGGGAUUUCCUUGU. The protein sequence of the target gene is MLPAGCSRRLVAELQGALDACAQRQLQLEQSLRVCRRLLHAWEPTGTRALKPPPGPETNGEDPLPACTPSPQDLKELEFLTQALEKAVRVRRGITKAGERDKAPSLKSRSIVTSSGTTASAPPHSPGQAGGHASDTRPTKGLRQTTVPAKGHPERRLLSVGDGTRVGMGARTPRPGAGLRDQQMAPSAAPQAPEAFTLKEKGHLLRLPAAFRKAASQNSSLWAQLSSTQTSDSTDAAAAKTQFLQNMQTASGGPQPRLSAVEVEAEAGRLRKACSLLRLRMREELSAAPMDWMQEYRCLL.... Result: 0 (no interaction).